From a dataset of Catalyst prediction with 721,799 reactions and 888 catalyst types from USPTO. Predict which catalyst facilitates the given reaction. (1) The catalyst class is: 96. Product: [CH2:32]([O:31][C:29]([N:11]1[CH2:12][CH2:13][C:8]([C:5]2[CH:6]=[CH:7][C:2]([Br:1])=[CH:3][CH:4]=2)([C:14]2[CH:15]=[CH:16][C:17]([Cl:20])=[CH:18][CH:19]=2)[CH2:9][CH2:10]1)=[O:30])[CH3:33]. Reactant: [Br:1][C:2]1[CH:7]=[CH:6][C:5]([C:8]2([C:14]3[CH:19]=[CH:18][C:17]([Cl:20])=[CH:16][CH:15]=3)[CH2:13][CH2:12][NH:11][CH2:10][CH2:9]2)=[CH:4][CH:3]=1.C(N(CC)CC)C.Cl[C:29]([O:31][CH2:32][CH3:33])=[O:30]. (2) Reactant: Cl.[F:2][C:3]1[CH:8]=[CH:7][C:6]([NH:9][NH2:10])=[C:5]([CH3:11])[CH:4]=1.[F:12][C:13]([F:23])([F:22])[C:14](=O)[CH2:15][C:16](OCC)=[O:17]. Product: [F:2][C:3]1[CH:8]=[CH:7][C:6]([N:9]2[C:16]([OH:17])=[CH:15][C:14]([C:13]([F:23])([F:22])[F:12])=[N:10]2)=[C:5]([CH3:11])[CH:4]=1. The catalyst class is: 41. (3) Reactant: [CH:1]1([NH:6][C:7]2[CH:8]=[C:9]([Cl:30])[CH:10]=[C:11]3[C:15]=2[NH:14][C:13](C2C=CC(C(OC(C)(C)C)=O)=CC=2N)=[CH:12]3)[CH2:5][CH2:4][CH2:3][CH2:2]1.[C:31](O)([C:33](F)(F)F)=O. Product: [CH:1]1([NH:6][C:7]2[CH:8]=[C:9]([Cl:30])[CH:10]=[C:11]3[C:15]=2[NH:14][C:13]([C:33]2[CH:31]=[CH:5][C:1]([NH2:6])=[CH:2][CH:3]=2)=[CH:12]3)[CH2:2][CH2:3][CH2:4][CH2:5]1. The catalyst class is: 2. (4) Reactant: [H-].[Na+].[CH:3]([O:6][C:7]([N:9]1[CH2:14][CH2:13][CH:12]([OH:15])[CH2:11][CH2:10]1)=[O:8])([CH3:5])[CH3:4].C1COCC1.Cl[C:22]1[C:31]2[C:26](=[C:27]([Cl:32])[CH:28]=[CH:29][CH:30]=2)[N:25]=[CH:24][CH:23]=1. Product: [CH:3]([O:6][C:7]([N:9]1[CH2:10][CH2:11][CH:12]([O:15][C:22]2[C:31]3[C:26](=[C:27]([Cl:32])[CH:28]=[CH:29][CH:30]=3)[N:25]=[CH:24][CH:23]=2)[CH2:13][CH2:14]1)=[O:8])([CH3:5])[CH3:4]. The catalyst class is: 2. (5) Reactant: [CH3:1][O:2][C:3]1[CH:4]=[C:5]2[C:9](=[CH:10][CH:11]=1)[N:8]([CH2:12][C:13]([O:15]C(C)(C)C)=[O:14])[C:7](=[O:20])[C:6]2=[O:21].C(O)(C(F)(F)F)=O. Product: [CH3:1][O:2][C:3]1[CH:4]=[C:5]2[C:9](=[CH:10][CH:11]=1)[N:8]([CH2:12][C:13]([OH:15])=[O:14])[C:7](=[O:20])[C:6]2=[O:21]. The catalyst class is: 2. (6) Reactant: Cl[C:2]1[N:7]=[C:6]([O:8][C:9]2[C:18]3[C:13](=[CH:14][CH:15]=[CH:16][CH:17]=3)[C:12]([NH:19][C:20]([NH:22][C:23]3[N:27]([C:28]4[CH:33]=[CH:32][C:31]([CH3:34])=[CH:30][CH:29]=4)[N:26]=[C:25]([CH:35]([CH3:37])[CH3:36])[CH:24]=3)=[O:21])=[CH:11][CH:10]=2)[CH:5]=[CH:4][N:3]=1.[CH:38]1([S:41]([C:44]2[CH:45]=[C:46]([CH:48]=[C:49]([O:51][CH3:52])[CH:50]=2)[NH2:47])(=[O:43])=[O:42])[CH2:40][CH2:39]1.C([O-])(O)=O.[Na+]. Product: [CH:38]1([S:41]([C:44]2[CH:45]=[C:46]([NH:47][C:2]3[N:7]=[C:6]([O:8][C:9]4[C:18]5[C:13](=[CH:14][CH:15]=[CH:16][CH:17]=5)[C:12]([NH:19][C:20]([NH:22][C:23]5[N:27]([C:28]6[CH:29]=[CH:30][C:31]([CH3:34])=[CH:32][CH:33]=6)[N:26]=[C:25]([CH:35]([CH3:37])[CH3:36])[CH:24]=5)=[O:21])=[CH:11][CH:10]=4)[CH:5]=[CH:4][N:3]=3)[CH:48]=[C:49]([O:51][CH3:52])[CH:50]=2)(=[O:43])=[O:42])[CH2:40][CH2:39]1. The catalyst class is: 3. (7) Reactant: I[C:2]1[CH:7]=[CH:6][CH:5]=[CH:4][C:3]=1F.[Li]CCCC.C1CCCCC1.[N:20]1[C:27](Cl)=[N:26][C:24]([Cl:25])=[N:23][C:21]=1[Cl:22].C1C[O:32][CH2:31]C1. Product: [Cl:22][C:21]1[N:23]=[C:24]([Cl:25])[N:26]=[C:27]([C:2]2[CH:7]=[CH:6][CH:5]=[C:4]([O:32][CH3:31])[CH:3]=2)[N:20]=1. The catalyst class is: 526. (8) Reactant: [CH3:1][CH:2]1[CH:10]2[CH:6]([N:7]([C:12]([O:14][C:15]([CH3:18])([CH3:17])[CH3:16])=[O:13])[C:8](=[O:11])[O:9]2)[CH:5]=[C:4]([C:19]2[CH:24]=[CH:23][N:22]=[CH:21][C:20]=2[N+:25]([O-])=O)[CH2:3]1. Product: [NH2:25][C:20]1[CH:21]=[N:22][CH:23]=[CH:24][C:19]=1[CH:4]1[CH2:5][CH:6]2[N:7]([C:12]([O:14][C:15]([CH3:17])([CH3:16])[CH3:18])=[O:13])[C:8](=[O:11])[O:9][CH:10]2[CH:2]([CH3:1])[CH2:3]1. The catalyst class is: 515. (9) Reactant: CS(O)(=O)=O.[NH2:6][CH2:7][C:8]1[CH:9]=[C:10]2[C:14](=[CH:15][CH:16]=1)[C:13](=[O:17])[N:12]([CH:18]1[CH2:23][CH2:22][C:21](=[O:24])[NH:20][C:19]1=[O:25])[CH2:11]2.[CH3:26][O:27][C:28]1[CH:33]=[CH:32][C:31]([N:34]=[C:35]=[O:36])=[CH:30][CH:29]=1.Cl. Product: [O:25]=[C:19]1[CH:18]([N:12]2[CH2:11][C:10]3[C:14](=[CH:15][CH:16]=[C:8]([CH2:7][NH:6][C:35]([NH:34][C:31]4[CH:32]=[CH:33][C:28]([O:27][CH3:26])=[CH:29][CH:30]=4)=[O:36])[CH:9]=3)[C:13]2=[O:17])[CH2:23][CH2:22][C:21](=[O:24])[NH:20]1. The catalyst class is: 10.